From a dataset of Forward reaction prediction with 1.9M reactions from USPTO patents (1976-2016). Predict the product of the given reaction. (1) Given the reactants [NH2:1][C:2]1[CH:3]=[CH:4][C:5]([CH3:21])=[C:6]([C:8]2[CH:13]=[CH:12][C:11]([C:14]([NH:16][CH2:17][CH:18]3[CH2:20][CH2:19]3)=[O:15])=[CH:10][CH:9]=2)[CH:7]=1.[O:22]1[CH:26]=[CH:25][C:24]([C:27]2[CH:28]=[C:29]([CH:33]=[CH:34][CH:35]=2)[C:30](O)=[O:31])=[CH:23]1.CN(C(ON1N=NC2C=CC=NC1=2)=[N+](C)C)C.F[P-](F)(F)(F)(F)F.C1C=CC2N(O)N=NC=2C=1.CCN(C(C)C)C(C)C, predict the reaction product. The product is: [CH:18]1([CH2:17][NH:16][C:14]([C:11]2[CH:12]=[CH:13][C:8]([C:6]3[C:5]([CH3:21])=[CH:4][CH:3]=[C:2]([NH:1][C:30](=[O:31])[C:29]4[CH:33]=[CH:34][CH:35]=[C:27]([C:24]5[CH:25]=[CH:26][O:22][CH:23]=5)[CH:28]=4)[CH:7]=3)=[CH:9][CH:10]=2)=[O:15])[CH2:20][CH2:19]1. (2) Given the reactants [CH3:1][C:2]1[CH:10]=[C:9]2[C:5]([CH:6]=[N:7][NH:8]2)=[CH:4][C:3]=1[OH:11].[C@@H]1(N)CCCC[C@H]1N.[O-]P([O-])([O-])=O.[K+].[K+].[K+].[F:28][C:29]1[CH:34]=[CH:33][C:32](I)=[CH:31][CH:30]=1, predict the reaction product. The product is: [F:28][C:29]1[CH:34]=[CH:33][C:32]([N:8]2[C:9]3[C:5](=[CH:4][C:3]([OH:11])=[C:2]([CH3:1])[CH:10]=3)[CH:6]=[N:7]2)=[CH:31][CH:30]=1. (3) Given the reactants [C:1]([N:5]1[C:9]([C:10]2[CH:15]=[CH:14][C:13]([F:16])=[CH:12][CH:11]=2)=[CH:8][C:7]([CH2:17][CH2:18][CH:19]=O)=[N:6]1)([CH3:4])([CH3:3])[CH3:2].[CH3:21][C:22]1[CH:23]=[C:24]([N:29]2[CH2:34][CH2:33][NH:32][CH2:31][CH2:30]2)[CH:25]=[CH:26][C:27]=1[CH3:28].CCN(C(C)C)C(C)C.[BH-](OC(C)=O)(OC(C)=O)OC(C)=O.[Na+], predict the reaction product. The product is: [C:1]([N:5]1[C:9]([C:10]2[CH:15]=[CH:14][C:13]([F:16])=[CH:12][CH:11]=2)=[CH:8][C:7]([CH2:17][CH2:18][CH2:19][N:32]2[CH2:33][CH2:34][N:29]([C:24]3[CH:25]=[CH:26][C:27]([CH3:28])=[C:22]([CH3:21])[CH:23]=3)[CH2:30][CH2:31]2)=[N:6]1)([CH3:4])([CH3:3])[CH3:2].